This data is from Reaction yield outcomes from USPTO patents with 853,638 reactions. The task is: Predict the reaction yield, written as a fraction of the theoretical maximum amount of product (1.0 means a 100% yield; for example, 0.34 means a 34% yield). The reactants are [N+:1]([C:4]1[CH:9]=[CH:8][C:7]([OH:10])=[CH:6][CH:5]=1)([O-:3])=[O:2].Cl[CH2:12][C:13]1[O:17][N:16]=[C:15]([C:18]2[CH:23]=[CH:22][CH:21]=[CH:20][CH:19]=2)[N:14]=1.C([O-])([O-])=O.[K+].[K+]. The catalyst is CC(C)=O. The product is [N+:1]([C:4]1[CH:9]=[CH:8][C:7]([O:10][CH2:12][C:13]2[O:17][N:16]=[C:15]([C:18]3[CH:19]=[CH:20][CH:21]=[CH:22][CH:23]=3)[N:14]=2)=[CH:6][CH:5]=1)([O-:3])=[O:2]. The yield is 0.920.